This data is from Full USPTO retrosynthesis dataset with 1.9M reactions from patents (1976-2016). The task is: Predict the reactants needed to synthesize the given product. (1) Given the product [Cl:21][C:15]1[C:16]2[C:11](=[CH:10][C:9]([O:8][CH2:7][CH2:6][O:5][CH2:4][CH2:3][O:2][CH3:1])=[CH:18][CH:17]=2)[CH:12]=[CH:13][N:14]=1, predict the reactants needed to synthesize it. The reactants are: [CH3:1][O:2][CH2:3][CH2:4][O:5][CH2:6][CH2:7][O:8][C:9]1[CH:10]=[C:11]2[C:16](=[CH:17][CH:18]=1)[C:15](=O)[NH:14][CH:13]=[CH:12]2.P(Cl)(Cl)[Cl:21]. (2) Given the product [OH:5][C@@H:52]([C:53]1[CH:54]=[C:55]([CH:56]=[CH:57][CH:58]=1)[O:62][CH2:63][C:71]([O:73][C:74]([CH3:77])([CH3:76])[CH3:75])=[O:72])[CH2:41][OH:40], predict the reactants needed to synthesize it. The reactants are: C([OH:5])(C)(C)C.CC[C@H]1[C@H]2C[C@H]([C@H:41]([O:40]C3C4C(=CC=CC=4)C([O:40][C@H:41]([C:52]4C=CN=[C:58]5[C:53]=4[CH:54]=[C:55]([O:62][CH3:63])[CH:56]=[CH:57]5)[C@@H]4N5C[C@H](CC)[C@@H](CC5)C4)=NN=3)[C:52]3C=CN=[C:58]4[C:53]=3[CH:54]=[C:55]([O:62][CH3:63])[CH:56]=[CH:57]4)N(CC2)C1.C(C1C=C(C=CC=1)OC[C:71]([O:73][C:74]([CH3:77])([CH3:76])[CH3:75])=[O:72])=C.S([O-])([O-])=O.[Na+].[Na+]. (3) Given the product [F:32][C:29]([F:30])([F:31])[C:20]1[CH:21]=[C:22]([C:25]([F:26])([F:28])[F:27])[CH:23]=[CH:24][C:19]=1[CH2:18][NH:17][C:12]1[NH:11][C:15](=[CH:43][C:39]2[CH:40]=[CH:41][C:42]3[C:37](=[CH:36][CH:35]=[CH:34][N:33]=3)[N:38]=2)[C:14](=[O:16])[N:13]=1, predict the reactants needed to synthesize it. The reactants are: C(OC([N:11]1[CH2:15][C:14](=[O:16])[N:13]=[C:12]1[NH:17][CH2:18][C:19]1[CH:24]=[CH:23][C:22]([C:25]([F:28])([F:27])[F:26])=[CH:21][C:20]=1[C:29]([F:32])([F:31])[F:30])=O)C1C=CC=CC=1.[N:33]1[C:42]2[C:37](=[N:38][C:39]([CH:43]=O)=[CH:40][CH:41]=2)[CH:36]=[CH:35][CH:34]=1.N1CCCCC1. (4) Given the product [CH3:1][O:2][C:3](=[O:37])[C:4]1[CH:9]=[CH:8][C:7]([CH2:10][CH:11]([C:19](=[O:36])[N:20]([C:27]2[O:35][C:31]3=[CH:32][CH:33]=[CH:34][C:30]3=[CH:29][CH:28]=2)[C:21]2[CH:26]=[CH:25][CH:24]=[CH:23][CH:22]=2)[C:12]2[CH:17]=[CH:16][C:15]([C:38]3[CH2:43][CH2:42][CH2:41][CH2:40][CH:39]=3)=[CH:14][CH:13]=2)=[CH:6][CH:5]=1, predict the reactants needed to synthesize it. The reactants are: [CH3:1][O:2][C:3](=[O:37])[C:4]1[CH:9]=[CH:8][C:7]([CH2:10][CH:11]([C:19](=[O:36])[N:20]([C:27]2[O:35][C:31]3=[CH:32][CH:33]=[CH:34][C:30]3=[CH:29][CH:28]=2)[C:21]2[CH:26]=[CH:25][CH:24]=[CH:23][CH:22]=2)[C:12]2[CH:17]=[CH:16][C:15](Br)=[CH:14][CH:13]=2)=[CH:6][CH:5]=1.[CH:38]1[CH2:43][CH2:42][CH2:41][CH2:40][C:39]=1B(O)O.C([O-])([O-])=O.[Na+].[Na+]. (5) Given the product [Cl:16][C:17]1[N:22]=[C:21]([C:23]([O:25][CH3:26])=[O:24])[CH:20]=[C:19]([N:8]([CH2:7][CH:5]2[CH2:4][O:3][C:2]([CH3:13])([CH3:1])[O:6]2)[S:9]([CH3:12])(=[O:10])=[O:11])[N:18]=1, predict the reactants needed to synthesize it. The reactants are: [CH3:1][C:2]1([CH3:13])[O:6][CH:5]([CH2:7][NH:8][S:9]([CH3:12])(=[O:11])=[O:10])[CH2:4][O:3]1.[H-].[Na+].[Cl:16][C:17]1[N:22]=[C:21]([C:23]([O:25][CH3:26])=[O:24])[CH:20]=[C:19](Cl)[N:18]=1.O. (6) Given the product [NH2:7][CH2:8][CH2:9][N:10]([CH2:23][CH2:24][CH:25]([C:32]1[CH:33]=[CH:34][CH:35]=[CH:36][CH:37]=1)[C:26]1[CH:27]=[CH:28][CH:29]=[CH:30][CH:31]=1)[C:11]([NH:13][C:14]1[S:15][C:16]2[CH:22]=[CH:21][CH:20]=[CH:19][C:17]=2[N:18]=1)=[O:12], predict the reactants needed to synthesize it. The reactants are: C(OC(=O)[NH:7][CH2:8][CH2:9][N:10]([CH2:23][CH2:24][CH:25]([C:32]1[CH:37]=[CH:36][CH:35]=[CH:34][CH:33]=1)[C:26]1[CH:31]=[CH:30][CH:29]=[CH:28][CH:27]=1)[C:11]([NH:13][C:14]1[S:15][C:16]2[CH:22]=[CH:21][CH:20]=[CH:19][C:17]=2[N:18]=1)=[O:12])(C)(C)C.Cl. (7) Given the product [CH3:27][O:28][C:29]1[CH:37]=[CH:36][CH:35]=[CH:34][C:30]=1[C:31]([NH:1][C:2]1[S:3][CH:4]=[C:5]([CH3:10])[C:6]=1[C:7]([NH2:9])=[O:8])=[O:32], predict the reactants needed to synthesize it. The reactants are: [NH2:1][C:2]1[S:3][CH:4]=[C:5]([CH3:10])[C:6]=1[C:7]([NH2:9])=[O:8].CCN(CC)CC.CN(C1C=CC=CN=1)C.[CH3:27][O:28][C:29]1[CH:37]=[CH:36][CH:35]=[CH:34][C:30]=1[C:31](Cl)=[O:32]. (8) Given the product [OH:18][CH2:17][CH:10]1[CH:9]([NH:8][C:6](=[O:7])[O:5][C:1]([CH3:2])([CH3:3])[CH3:4])[CH2:15][C@@H:14]2[O:16][C@H:11]1[CH2:12][CH2:13]2, predict the reactants needed to synthesize it. The reactants are: [C:1]([O:5][C:6]([NH:8][CH:9]1[CH2:15][C@@H:14]2[O:16][C@@H:11]([CH2:12][CH2:13]2)[CH:10]1[C:17](OCC)=[O:18])=[O:7])([CH3:4])([CH3:3])[CH3:2].[H-].[H-].[H-].[H-].[Li+].[Al+3].CCO.CCOC(C)=O.[OH-].[Na+].